From a dataset of Drug half-life prediction data from Obach et al.. Regression/Classification. Given a drug SMILES string, predict its absorption, distribution, metabolism, or excretion properties. Task type varies by dataset: regression for continuous measurements (e.g., permeability, clearance, half-life) or binary classification for categorical outcomes (e.g., BBB penetration, CYP inhibition). For this dataset (half_life_obach), we predict log10(half-life) (log10 of half-life in hours). (1) The molecule is c1ccc(C2(c3ccccc3)CC2C2=NCCN2)cc1. The log10(half-life) is 0.860. (2) The log10(half-life) is 0.0400. The compound is CCC#CC[C@H](C)[C@H](O)C#C[C@@H]1[C@H]2C/C(=C/COCC(=O)O)C[C@H]2C[C@H]1O. (3) The drug is Nc1c2c(nc3ccccc13)CCCC2. The log10(half-life) is 0.520. (4) The compound is Cc1ccc(C(=O)Nc2ccc(S(=O)(=O)O)c3cc(S(=O)(=O)O)cc(S(=O)(=O)O)c23)cc1NC(=O)c1cccc(NC(=O)Nc2cccc(C(=O)Nc3cc(C(=O)Nc4ccc(S(=O)(=O)O)c5cc(S(=O)(=O)O)cc(S(=O)(=O)O)c45)ccc3C)c2)c1. The log10(half-life) is 3.08. (5) The compound is CCOc1cc(CC(=O)N[C@@H](CC(C)C)c2ccccc2N2CCCCC2)ccc1C(=O)O. The log10(half-life) is -0.0600. (6) The compound is NC[C@H]1O[C@H](O[C@@H]2[C@@H](N)C[C@@H](N)[C@H](O[C@H]3O[C@H](CO)[C@@H](O)[C@H](N)[C@H]3O)[C@H]2O)[C@H](N)C[C@@H]1O. The log10(half-life) is 0.300. (7) The compound is CO[C@@]1(NC(=O)C(C(=O)O)c2ccc(O)cc2)C(=O)N2C(C(=O)O)=C(CSc3nnnn3C)CO[C@@H]21. The log10(half-life) is 0.460. (8) The compound is N[C@@H](C(=O)N[C@@H]1C(=O)N2C(C(=O)O)=C(CSc3c[nH]nn3)CS[C@H]12)c1ccc(O)cc1. The log10(half-life) is 0.0800. (9) The drug is CCc1nn(CCCN2CCN(c3cccc(Cl)c3)CC2)c(=O)n1CCOc1ccccc1. The log10(half-life) is 0.0800. (10) The log10(half-life) is -0.240. The drug is COc1ccc2[nH]c([S+]([O-])Cc3ncc(C)c(OC)c3C)nc2c1.